This data is from Peptide-MHC class I binding affinity with 185,985 pairs from IEDB/IMGT. The task is: Regression. Given a peptide amino acid sequence and an MHC pseudo amino acid sequence, predict their binding affinity value. This is MHC class I binding data. The peptide sequence is PAHLINKLL. The MHC is HLA-A30:01 with pseudo-sequence HLA-A30:01. The binding affinity (normalized) is 0.